From a dataset of Forward reaction prediction with 1.9M reactions from USPTO patents (1976-2016). Predict the product of the given reaction. (1) Given the reactants [Cl:1][C:2]1[CH:10]=[C:9]2[C:5]([C:6]([C:11]([NH2:13])=[O:12])=[N:7][NH:8]2)=[CH:4][CH:3]=1.C(C1C2C(=CC=CC=2)N([CH2:26][C:27]([OH:29])=[O:28])N=1)(=O)N, predict the reaction product. The product is: [C:11]([C:6]1[C:5]2[C:9](=[CH:10][C:2]([Cl:1])=[CH:3][CH:4]=2)[N:8]([CH2:26][C:27]([OH:29])=[O:28])[N:7]=1)(=[O:12])[NH2:13]. (2) Given the reactants [OH:1][CH2:2][CH2:3][CH2:4][C:5]#[C:6][C:7]1[O:11][N:10]=[C:9]([CH2:12][CH2:13][C@@:14]([CH3:29])([S:25]([CH3:28])(=[O:27])=[O:26])[C:15]([O:17][CH2:18][C:19]2[CH:24]=[CH:23][CH:22]=[CH:21][CH:20]=2)=[O:16])[CH:8]=1.CCN(C(C)C)C(C)C, predict the reaction product. The product is: [CH3:29][C@@:14]([S:25]([CH3:28])(=[O:26])=[O:27])([CH2:13][CH2:12][C:9]1[CH:8]=[C:7]([C:6]#[C:5][CH2:4][CH2:3][CH:2]=[O:1])[O:11][N:10]=1)[C:15]([O:17][CH2:18][C:19]1[CH:20]=[CH:21][CH:22]=[CH:23][CH:24]=1)=[O:16].